This data is from Forward reaction prediction with 1.9M reactions from USPTO patents (1976-2016). The task is: Predict the product of the given reaction. (1) The product is: [C:1]([O:4][C@H:5]1[C@H:10]([O:11][C:12](=[O:14])[CH3:13])[C@@H:9]([O:15][C:16](=[O:18])[CH3:17])[C@H:8]([C:19]2[CH:24]=[CH:23][C:22]([CH:58]3[CH2:59][CH2:54]3)=[C:21]([CH2:26][C:27]3[CH:36]=[CH:35][C:30]4[O:31][CH2:32][CH2:33][O:34][C:29]=4[CH:28]=3)[CH:20]=2)[O:7][CH:6]1[O:37][C:38](=[O:40])[CH3:39])(=[O:3])[CH3:2]. Given the reactants [C:1]([O:4][C@H:5]1[C@H:10]([O:11][C:12](=[O:14])[CH3:13])[C@@H:9]([O:15][C:16](=[O:18])[CH3:17])[C@H:8]([C:19]2[CH:24]=[CH:23][C:22](Br)=[C:21]([CH2:26][C:27]3[CH:36]=[CH:35][C:30]4[O:31][CH2:32][CH2:33][O:34][C:29]=4[CH:28]=3)[CH:20]=2)[O:7][CH:6]1[O:37][C:38](=[O:40])[CH3:39])(=[O:3])[CH3:2].C1(P([CH:54]2[CH2:59][CH2:58]CCC2)C2CCCCC2)CCCCC1.[O-]P([O-])([O-])=O.[K+].[K+].[K+].C1(B(O)O)CC1, predict the reaction product. (2) Given the reactants [C:1]1([CH2:7][CH2:8][CH2:9][CH:10]([NH:20][C:21]([CH:23]2[CH2:28][CH2:27][CH2:26][N:25]([C:29]([CH:31]3[CH2:36][CH2:35][CH2:34][CH2:33][NH:32]3)=[O:30])[CH2:24]2)=[O:22])[CH2:11][CH2:12][CH2:13][C:14]2[CH:19]=[CH:18][CH:17]=[CH:16][CH:15]=2)[CH:6]=[CH:5][CH:4]=[CH:3][CH:2]=1.[O:37]1[CH2:39][C@@H:38]1[CH2:40][O:41][C:42]1[CH:51]=[CH:50][CH:49]=[C:48]2[C:43]=1[CH:44]=[CH:45][CH:46]=[N:47]2, predict the reaction product. The product is: [C:1]1([CH2:7][CH2:8][CH2:9][CH:10]([NH:20][C:21]([CH:23]2[CH2:28][CH2:27][CH2:26][N:25]([C:29]([CH:31]3[CH2:36][CH2:35][CH2:34][CH2:33][N:32]3[CH2:39][C@@H:38]([OH:37])[CH2:40][O:41][C:42]3[CH:51]=[CH:50][CH:49]=[C:48]4[C:43]=3[CH:44]=[CH:45][CH:46]=[N:47]4)=[O:30])[CH2:24]2)=[O:22])[CH2:11][CH2:12][CH2:13][C:14]2[CH:15]=[CH:16][CH:17]=[CH:18][CH:19]=2)[CH:2]=[CH:3][CH:4]=[CH:5][CH:6]=1. (3) Given the reactants [Cl:1][C:2]1[C:3]([CH:14]([S:23]([C:26]2[CH:31]=[CH:30][C:29]([Cl:32])=[CH:28][CH:27]=2)(=[O:25])=[O:24])[C:15]2[CH:20]=[C:19]([F:21])[CH:18]=[CH:17][C:16]=2[F:22])=[CH:4][C:5](/[CH:8]=[CH:9]/[C:10]([O:12][CH3:13])=[O:11])=[N:6][CH:7]=1, predict the reaction product. The product is: [Cl:1][C:2]1[C:3]([CH:14]([S:23]([C:26]2[CH:27]=[CH:28][C:29]([Cl:32])=[CH:30][CH:31]=2)(=[O:25])=[O:24])[C:15]2[CH:20]=[C:19]([F:21])[CH:18]=[CH:17][C:16]=2[F:22])=[CH:4][C:5]([CH2:8][CH2:9][C:10]([O:12][CH3:13])=[O:11])=[N:6][CH:7]=1. (4) Given the reactants [CH3:1][CH2:2][OH:3].[NH2:4][C:5]1[N:13]=[CH:12][CH:11]=[CH:10][C:6]=1[C:7](O)=[O:8].OS(O)(=O)=O.C([O-])([O-])=O.[Na+].[Na+], predict the reaction product. The product is: [CH2:2]([O:3][C:7](=[O:8])[C:6]1[CH:10]=[CH:11][CH:12]=[N:13][C:5]=1[NH2:4])[CH3:1]. (5) Given the reactants [CH3:1][O:2][C:3]([CH2:5][CH2:6][C:7]1([CH2:20][C:21]2([CH2:34][CH2:35][C:36]([O:38][CH3:39])=[O:37])[C:33]3[CH:32]=[CH:31][CH:30]=[CH:29][C:28]=3[C:27]3[C:22]2=[CH:23][CH:24]=[CH:25][CH:26]=3)[C:19]2[CH:18]=[CH:17][CH:16]=[CH:15][C:14]=2[C:13]2[C:8]1=[CH:9][CH:10]=[CH:11][CH:12]=2)=[O:4].C(=O)(O[C:42]1[CH:47]=[CH:46]C=[CH:44][CH:43]=1)O[C:42]1[CH:47]=[CH:46]C=[CH:44][CH:43]=1.[C:56]1(C)[CH:61]=[CH:60]C=[CH:58][CH:57]=1, predict the reaction product. The product is: [O:38]([C:36]([CH2:35][CH2:34][C:21]1([CH2:20][C:7]2([CH2:6][CH2:5][C:3]([O:2][C:1]3[CH:60]=[CH:61][CH:56]=[CH:57][CH:58]=3)=[O:4])[C:19]3[CH:18]=[CH:17][CH:16]=[CH:15][C:14]=3[C:13]3[C:8]2=[CH:9][CH:10]=[CH:11][CH:12]=3)[C:33]2[CH:32]=[CH:31][CH:30]=[CH:29][C:28]=2[C:27]2[C:22]1=[CH:23][CH:24]=[CH:25][CH:26]=2)=[O:37])[C:39]1[CH:46]=[CH:47][CH:42]=[CH:43][CH:44]=1. (6) Given the reactants [N:1]1([CH2:6][CH2:7][CH2:8][O:9][C:10]2[CH:15]=[CH:14][C:13]([C:16]3([CH2:22][NH2:23])[CH2:21][CH2:20][O:19][CH2:18][CH2:17]3)=[CH:12][CH:11]=2)[CH2:5][CH2:4][CH2:3][CH2:2]1.[CH2:24](N(CC)CC)C.[C:31]([O:35][C:36](O[C:36]([O:35][C:31]([CH3:34])([CH3:33])[CH3:32])=[O:37])=[O:37])([CH3:34])([CH3:33])[CH3:32], predict the reaction product. The product is: [C:31]([O:35][C:36](=[O:37])[N:23]([CH3:24])[CH2:22][C:16]1([C:13]2[CH:14]=[CH:15][C:10]([O:9][CH2:8][CH2:7][CH2:6][N:1]3[CH2:5][CH2:4][CH2:3][CH2:2]3)=[CH:11][CH:12]=2)[CH2:17][CH2:18][O:19][CH2:20][CH2:21]1)([CH3:34])([CH3:33])[CH3:32]. (7) The product is: [CH2:7]([N:10]([CH2:11][CH:12]=[CH2:13])[C@@H:6]1[CH2:5][O:4][CH2:3][C@H:2]1[OH:1])[CH:8]=[CH2:9]. Given the reactants [O:1]1[CH:6]2[CH:2]1[CH2:3][O:4][CH2:5]2.[CH2:7]([NH:10][CH2:11][CH:12]=[CH2:13])[CH:8]=[CH2:9], predict the reaction product. (8) Given the reactants [C:1]([C:5]1[CH:13]=[CH:12][C:11]([N+:14]([O-:16])=[O:15])=[CH:10][C:6]=1[C:7]([OH:9])=[O:8])([CH3:4])([CH3:3])[CH3:2].[C:17]([O-])([O-])=O.[K+].[K+].CI, predict the reaction product. The product is: [C:1]([C:5]1[CH:13]=[CH:12][C:11]([N+:14]([O-:16])=[O:15])=[CH:10][C:6]=1[C:7]([O:9][CH3:17])=[O:8])([CH3:4])([CH3:2])[CH3:3]. (9) Given the reactants [CH:1]([N:4](CC)C(C)C)(C)C.[Br:10][C:11]1[CH:16]=[CH:15][C:14]([CH:17]([OH:21])[C:18](O)=[O:19])=[C:13]([F:22])[CH:12]=1.CN.F[P-](F)(F)(F)(F)F.N1(O[P+](N(C)C)(N(C)C)N(C)C)C2C=CC=CC=2N=N1, predict the reaction product. The product is: [Br:10][C:11]1[CH:16]=[CH:15][C:14]([CH:17]([OH:21])[C:18]([NH:4][CH3:1])=[O:19])=[C:13]([F:22])[CH:12]=1. (10) Given the reactants [Cl:1][C:2]1[CH:3]=[C:4]([C:12]2[N:16]=[C:15]([C:17]3[CH:22]=[CH:21][C:20]([C:23]([NH:26][CH2:27][CH2:28][C:29]([OH:31])=[O:30])([CH3:25])[CH3:24])=[CH:19][CH:18]=3)[O:14][N:13]=2)[CH:5]=[CH:6][C:7]=1[O:8][CH:9]([CH3:11])[CH3:10], predict the reaction product. The product is: [CH3:2][CH:7]([OH:8])[CH3:6].[Cl:1][C:2]1[CH:3]=[C:4]([C:12]2[N:16]=[C:15]([C:17]3[CH:22]=[CH:21][C:20]([C:23]([NH:26][CH2:27][CH2:28][C:29]([OH:31])=[O:30])([CH3:25])[CH3:24])=[CH:19][CH:18]=3)[O:14][N:13]=2)[CH:5]=[CH:6][C:7]=1[O:8][CH:9]([CH3:11])[CH3:10].